From a dataset of NCI-60 drug combinations with 297,098 pairs across 59 cell lines. Regression. Given two drug SMILES strings and cell line genomic features, predict the synergy score measuring deviation from expected non-interaction effect. (1) Drug 1: C1=CC(=CC=C1CCCC(=O)O)N(CCCl)CCCl. Drug 2: CC1CCC2CC(C(=CC=CC=CC(CC(C(=O)C(C(C(=CC(C(=O)CC(OC(=O)C3CCCCN3C(=O)C(=O)C1(O2)O)C(C)CC4CCC(C(C4)OC)O)C)C)O)OC)C)C)C)OC. Cell line: ACHN. Synergy scores: CSS=44.7, Synergy_ZIP=-4.81, Synergy_Bliss=-5.78, Synergy_Loewe=-3.48, Synergy_HSA=-1.44. (2) Drug 1: C1=NNC2=C1C(=O)NC=N2. Drug 2: C1C(C(OC1N2C=NC(=NC2=O)N)CO)O. Cell line: T-47D. Synergy scores: CSS=1.20, Synergy_ZIP=1.47, Synergy_Bliss=2.41, Synergy_Loewe=-0.0909, Synergy_HSA=-1.70. (3) Drug 1: C1CCC(CC1)NC(=O)N(CCCl)N=O. Drug 2: CCC1(CC2CC(C3=C(CCN(C2)C1)C4=CC=CC=C4N3)(C5=C(C=C6C(=C5)C78CCN9C7C(C=CC9)(C(C(C8N6C)(C(=O)OC)O)OC(=O)C)CC)OC)C(=O)OC)O.OS(=O)(=O)O. Cell line: EKVX. Synergy scores: CSS=14.9, Synergy_ZIP=-6.38, Synergy_Bliss=-8.08, Synergy_Loewe=-25.9, Synergy_HSA=-6.72.